Dataset: CYP1A2 inhibition data for predicting drug metabolism from PubChem BioAssay. Task: Regression/Classification. Given a drug SMILES string, predict its absorption, distribution, metabolism, or excretion properties. Task type varies by dataset: regression for continuous measurements (e.g., permeability, clearance, half-life) or binary classification for categorical outcomes (e.g., BBB penetration, CYP inhibition). Dataset: cyp1a2_veith. (1) The drug is CN(C)c1ncc2nc(-c3ccc(F)cc3)c(=O)n(Cc3ccc(F)cc3)c2n1. The result is 0 (non-inhibitor). (2) The drug is OC[C@@H](O)CN1CCN(c2ccccc2)CC1. The result is 0 (non-inhibitor). (3) The molecule is C=CCNC(=S)N/N=C/c1ccc(-c2cc(Cl)ccc2Cl)o1. The result is 1 (inhibitor). (4) The molecule is CCOC(=O)C1C(=O)C=C(/C=C/c2ccccc2)CC1c1ccc(Cl)cc1. The result is 1 (inhibitor). (5) The molecule is COc1ccc(C(=O)N2CCC3(CCCN(Cc4ccccc4)C3)CC2)cc1. The result is 0 (non-inhibitor). (6) The drug is COc1ccc(O[C@H]2C=C[C@@H](c3ccccc3)O[C@H]2COC(=O)CC/C(C)=N/OCC[C@@H]2C=C[C@H](OC(C)=O)[C@H](COC(C)=O)O2)cc1. The result is 0 (non-inhibitor). (7) The compound is CC1=C[C@H]([C@H]2/C(=N\O)C=C(C)CC2(C)C)[C@@H](O)C(C)(C)C1. The result is 0 (non-inhibitor).